Dataset: Full USPTO retrosynthesis dataset with 1.9M reactions from patents (1976-2016). Task: Predict the reactants needed to synthesize the given product. (1) Given the product [CH3:26][O:27][C:28](=[O:40])[C:29]1[C:34]([C:35]([F:36])([F:37])[F:38])=[CH:33][C:32]([O:17][C:14]2[CH:15]=[CH:16][C:11]([CH:9]([CH3:10])[C:8]([C:6]3[CH:7]=[C:2]([Cl:1])[C:3](=[O:25])[N:4]([CH3:24])[CH:5]=3)([OH:23])[C:19]([F:21])([F:22])[F:20])=[C:12]([Cl:18])[CH:13]=2)=[N:31][CH:30]=1, predict the reactants needed to synthesize it. The reactants are: [Cl:1][C:2]1[C:3](=[O:25])[N:4]([CH3:24])[CH:5]=[C:6]([C:8]([OH:23])([C:19]([F:22])([F:21])[F:20])[CH:9]([C:11]2[CH:16]=[CH:15][C:14]([OH:17])=[CH:13][C:12]=2[Cl:18])[CH3:10])[CH:7]=1.[CH3:26][O:27][C:28](=[O:40])[C:29]1[C:34]([C:35]([F:38])([F:37])[F:36])=[CH:33][C:32](Cl)=[N:31][CH:30]=1.N12CCN(CC1)CC2. (2) Given the product [NH:11]1[CH:15]=[N:14][C:13]([CH2:2][C:3]2[CH:10]=[CH:9][C:6]([C:7]#[N:8])=[CH:5][CH:4]=2)=[N:12]1, predict the reactants needed to synthesize it. The reactants are: Br[CH2:2][C:3]1[CH:10]=[CH:9][C:6]([C:7]#[N:8])=[CH:5][CH:4]=1.[NH:11]1[CH:15]=[N:14][CH:13]=[N:12]1.C(=O)([O-])[O-].[K+].[K+].[I-].[K+]. (3) Given the product [C:1]([O:5][C:6]([N:8]([CH3:48])[C@H:9]([C:13]([NH:15][C@H:16]([C:20]([N:22]([C@@H:24]([C@@H:44]([CH3:47])[CH2:45][CH3:46])[C@H:25]([O:42][CH3:43])[CH2:26][C:27]([N:29]1[CH2:33][CH2:32][CH2:31][C@H:30]1[C@H:34]([O:40][CH3:41])[C@@H:35]([CH3:36])[C:37](=[O:39])[NH:89][C@H:90]([CH2:91][CH2:92][C:93]1[CH:94]=[CH:95][C:96]([S:99]([OH:102])(=[O:100])=[O:101])=[CH:97][CH:98]=1)[CH2:103][C:104]1[CH:105]=[CH:106][CH:107]=[CH:108][CH:109]=1)=[O:28])[CH3:23])=[O:21])[CH:17]([CH3:18])[CH3:19])=[O:14])[CH:10]([CH3:12])[CH3:11])=[O:7])([CH3:2])([CH3:4])[CH3:3], predict the reactants needed to synthesize it. The reactants are: [C:1]([O:5][C:6]([N:8]([CH3:48])[C@H:9]([C:13]([NH:15][C@H:16]([C:20]([N:22]([C@@H:24]([C@@H:44]([CH3:47])[CH2:45][CH3:46])[C@H:25]([O:42][CH3:43])[CH2:26][C:27]([N:29]1[CH2:33][CH2:32][CH2:31][C@H:30]1[C@H:34]([O:40][CH3:41])[C@H:35]([C:37]([OH:39])=O)[CH3:36])=[O:28])[CH3:23])=[O:21])[CH:17]([CH3:19])[CH3:18])=[O:14])[CH:10]([CH3:12])[CH3:11])=[O:7])([CH3:4])([CH3:3])[CH3:2].CN(C(ON1N=NC2C=CC=NC1=2)=[N+](C)C)C.F[P-](F)(F)(F)(F)F.CCN(C(C)C)C(C)C.FC(F)(F)C(O)=O.[NH2:89][C@@H:90]([CH2:103][C:104]1[CH:109]=[CH:108][CH:107]=[CH:106][CH:105]=1)[CH2:91][CH2:92][C:93]1[CH:98]=[CH:97][C:96]([S:99]([OH:102])(=[O:101])=[O:100])=[CH:95][CH:94]=1. (4) Given the product [C:40]1([C:50]2[C:58]3[N:57]=[N:56][NH:55][C:54]=3[CH:53]=[CH:52][CH:51]=2)[CH:39]=[CH:44][CH:43]=[CH:42][CH:41]=1, predict the reactants needed to synthesize it. The reactants are: CC1C=C(N2N=C3C(C=CC=C3)=N2)C(O)=C(CC(C[Si](O[Si](C)(C)C)(O[Si](C)(C)C)C)C)C=1.C=C([C:39]1(C2C3N=NNC=3C=CC=2)[C:44](C)=[C:43](C)[C:42](C)=[C:41](C)[C:40]1([C:50]1[C:58]2[N:57]=[N:56][NH:55][C:54]=2[CH:53]=[CH:52][CH:51]=1)O)CCC.CC(CC(C1C=C(CC2C=C(C(CC(C)(C)C)(C)C)C=C(N3N=C4C(C=CC=C4)=N3)C=2O)C(O)=C(N2N=C3C(C=CC=C3)=N2)C=1)(C)C)(C)C. (5) Given the product [C:41]([C:38]1[C:39](=[O:40])[N:34]([CH2:33][CH:32]=[CH:31][C:30]2[CH:54]=[CH:55][C:27]([Cl:26])=[CH:28][CH:29]=2)[N:35]=[C:36]([C:45]2[CH:50]=[CH:49][C:48]([O:51][CH3:52])=[C:47]([F:53])[CH:46]=2)[CH:37]=1)([OH:43])=[O:42], predict the reactants needed to synthesize it. The reactants are: FC1C=C(F)C=CC=1C1C=C(COS(C)(=O)=O)C(=O)N(CC(C)C)N=1.[Cl:26][C:27]1[CH:55]=[CH:54][C:30]([CH:31]=[CH:32][CH2:33][N:34]2[C:39](=[O:40])[C:38]([C:41]([O:43]C)=[O:42])=[CH:37][C:36]([C:45]3[CH:50]=[CH:49][C:48]([O:51][CH3:52])=[C:47]([F:53])[CH:46]=3)=[N:35]2)=[CH:29][CH:28]=1. (6) Given the product [OH:38][CH2:39][CH2:40][N:41]([CH2:33][C:30]1[CH:31]=[CH:32][C:27]([NH:26][C:20]2[C:21](=[O:25])[N:22]([CH3:24])[CH:23]=[C:18]([C:14]3[C:13]([CH3:35])=[C:12]([NH:11][C:9](=[O:10])[C:8]4[CH:7]=[CH:6][C:5]([C:1]([CH3:4])([CH3:2])[CH3:3])=[CH:37][CH:36]=4)[CH:17]=[CH:16][CH:15]=3)[N:19]=2)=[CH:28][CH:29]=1)[CH2:42][CH2:43][OH:44], predict the reactants needed to synthesize it. The reactants are: [C:1]([C:5]1[CH:37]=[CH:36][C:8]([C:9]([NH:11][C:12]2[CH:17]=[CH:16][CH:15]=[C:14]([C:18]3[N:19]=[C:20]([NH:26][C:27]4[CH:32]=[CH:31][C:30]([CH:33]=O)=[CH:29][CH:28]=4)[C:21](=[O:25])[N:22]([CH3:24])[CH:23]=3)[C:13]=2[CH3:35])=[O:10])=[CH:7][CH:6]=1)([CH3:4])([CH3:3])[CH3:2].[OH:38][CH2:39][CH2:40][NH:41][CH2:42][CH2:43][OH:44].C(O)(=O)C.[BH4-].[Na+]. (7) Given the product [CH2:17]([N:8]1[C:9]2[C:5](=[CH:4][CH:3]=[C:2]([Br:1])[CH:10]=2)[CH:6]=[CH:7]1)[CH:16]=[CH2:15], predict the reactants needed to synthesize it. The reactants are: [Br:1][C:2]1[CH:10]=[C:9]2[C:5]([CH:6]=[CH:7][NH:8]2)=[CH:4][CH:3]=1.[H-].[Na+].[H][H].[CH2:15](Br)[CH:16]=[CH2:17].